From a dataset of Full USPTO retrosynthesis dataset with 1.9M reactions from patents (1976-2016). Predict the reactants needed to synthesize the given product. (1) Given the product [CH3:29][O:28][C:25]1[CH:24]=[CH:23][C:22]([C:20]2[C:19]([C:16]3[CH:15]=[CH:14][C:13]([O:12][CH3:11])=[CH:18][CH:17]=3)=[N:1][C:2]3[C:9](=[CH:8][CH:7]=[C:4]([C:5]#[N:6])[CH:3]=3)[N:10]=2)=[CH:27][CH:26]=1, predict the reactants needed to synthesize it. The reactants are: [NH2:1][C:2]1[CH:3]=[C:4]([CH:7]=[CH:8][C:9]=1[NH2:10])[C:5]#[N:6].[CH3:11][O:12][C:13]1[CH:18]=[CH:17][C:16]([C:19](=O)[C:20]([C:22]2[CH:27]=[CH:26][C:25]([O:28][CH3:29])=[CH:24][CH:23]=2)=O)=[CH:15][CH:14]=1. (2) The reactants are: C(O[C:4]([C:6]1[C:7]([OH:28])=[C:8]2[C:20]([C:21]3[CH:26]=[CH:25][C:24]([Cl:27])=[CH:23][CH:22]=3)=[N:19][S:18][C:9]2=[C:10]([C:12]#[C:13][Si](C)(C)C)[N:11]=1)=[O:5])C.[NH2:29][CH2:30][C:31]([OH:33])=[O:32].C[O-].[Na+]. Given the product [Cl:27][C:24]1[CH:23]=[CH:22][C:21]([C:20]2[C:8]3[C:9](=[C:10]([C:12]#[CH:13])[N:11]=[C:6]([C:4]([NH:29][CH2:30][C:31]([OH:33])=[O:32])=[O:5])[C:7]=3[OH:28])[S:18][N:19]=2)=[CH:26][CH:25]=1, predict the reactants needed to synthesize it. (3) Given the product [CH:19]1[C:14]2[CH2:13][C@H:12]3[N:2]([CH2:1][CH:23]4[CH2:26][CH2:25][CH2:24]4)[CH2:3][CH2:4][C@:5]45[C@H:6]([C@@H:7]([OH:8])[CH2:9][CH2:10][C@@:11]34[OH:22])[O:21][C:16]([C:15]=25)=[C:17]([OH:20])[CH:18]=1, predict the reactants needed to synthesize it. The reactants are: [CH3:1][N:2]1[C@@H:12]2[CH2:13][C:14]3[CH:19]=[CH:18][C:17]([OH:20])=[C:16]4[O:21][C@H:6]5[C:7]([CH:9]=[CH:10][C@:11]2([OH:22])[C@:5]5([C:15]=34)[CH2:4][CH2:3]1)=[O:8].[CH:23]1(C=O)[CH2:26][CH2:25][CH2:24]1.C(O[BH-](OC(=O)C)OC(=O)C)(=O)C.[Na+].C(O)(=O)C. (4) Given the product [CH:26]1([N:18]2[C:19]3[CH2:20][CH2:21][CH2:22][CH2:23][C:24]=3[C:25]3[C:13]([C:4]4[C:5]([CH3:12])=[C:6]5[C:11](=[CH:2][CH:3]=4)[O:10][CH2:9][CH2:8][CH2:7]5)=[C:14]([CH:30]=[O:31])[C:15]([CH3:29])=[N:16][C:17]2=3)[CH2:27][CH2:28]1, predict the reactants needed to synthesize it. The reactants are: Cl[C:2]1[CH:3]=[C:4]([C:13]2[C:25]3[C:24]4[CH2:23][CH2:22][CH2:21][CH2:20][C:19]=4[N:18]([CH:26]4[CH2:28][CH2:27]4)[C:17]=3[N:16]=[C:15]([CH3:29])[C:14]=2[C:30](OCC)=[O:31])[C:5]([CH3:12])=[C:6]2[C:11]=1[O:10][CH2:9][CH2:8][CH2:7]2.[H-].[H-].[H-].[H-].[Li+].[Al+3].ClCl.[OH-].[Na+].C1C=C[NH+]=CC=1.[O-][Cr](Cl)(=O)=O. (5) Given the product [CH2:33]([CH:16]([CH2:15][NH:14][CH2:13][C:10]1[S:11][CH:12]=[C:8]([C:5]2[CH:4]=[CH:3][C:2]([O:1][C@H:29]3[CH2:30][CH2:31][C@H:26]([C:22]([CH3:25])([CH3:24])[CH3:23])[CH2:27][CH2:28]3)=[CH:7][CH:6]=2)[N:9]=1)[C:17]([OH:19])=[O:18])[CH3:34], predict the reactants needed to synthesize it. The reactants are: [OH:1][C:2]1[CH:7]=[CH:6][C:5]([C:8]2[N:9]=[C:10]([CH2:13][NH:14][CH2:15][CH2:16][C:17]([O:19]CC)=[O:18])[S:11][CH:12]=2)=[CH:4][CH:3]=1.[C:22]([C@H:26]1[CH2:31][CH2:30][C@H:29](O)[CH2:28][CH2:27]1)([CH3:25])([CH3:24])[CH3:23].[CH:33]1C=CC(P(C2C=CC=CC=2)C2C=CC=CC=2)=C[CH:34]=1.CC(OC(/N=N/C(OC(C)C)=O)=O)C.